Regression. Given a peptide amino acid sequence and an MHC pseudo amino acid sequence, predict their binding affinity value. This is MHC class I binding data. From a dataset of Peptide-MHC class I binding affinity with 185,985 pairs from IEDB/IMGT. The MHC is HLA-B40:01 with pseudo-sequence HLA-B40:01. The binding affinity (normalized) is 0.0847. The peptide sequence is VLPPLSADL.